Dataset: Full USPTO retrosynthesis dataset with 1.9M reactions from patents (1976-2016). Task: Predict the reactants needed to synthesize the given product. (1) Given the product [Cl:33][C:6]1[C:7]2[C:8](=[O:9])[N:10]([C:14]3[CH:15]=[C:16]4[C:20](=[C:21]([CH:23]5[CH2:24][CH2:25]5)[CH:22]=3)[N:19]([C:26]3[N:27]=[CH:28][C:29]([CH3:32])=[CH:30][N:31]=3)[CH:18]=[CH:17]4)[CH2:11][CH2:12][O:13][C:2]=2[N:3]=[CH:4][N:5]=1, predict the reactants needed to synthesize it. The reactants are: Cl[C:2]1[C:7]([C:8]([N:10]([C:14]2[CH:15]=[C:16]3[C:20](=[C:21]([CH:23]4[CH2:25][CH2:24]4)[CH:22]=2)[N:19]([C:26]2[N:31]=[CH:30][C:29]([CH3:32])=[CH:28][N:27]=2)[CH:18]=[CH:17]3)[CH2:11][CH2:12][OH:13])=[O:9])=[C:6]([Cl:33])[N:5]=[CH:4][N:3]=1.C(N(CC)CC)C. (2) The reactants are: [CH3:1][C:2]1([C@H:5]([NH:7][C:8]2[C:9]3[N:10]([CH:17]=[C:18]([C:20]4[O:21][C:22](S(C)=O)=[N:23][N:24]=4)[CH:19]=3)[N:11]=[CH:12][C:13]=2[C:14]([NH2:16])=[O:15])[CH3:6])[CH2:4][CH2:3]1.[NH2:28][CH2:29][CH2:30][N:31]1[CH2:36][CH2:35][O:34][CH2:33][CH2:32]1.CCN(C(C)C)C(C)C. Given the product [CH3:1][C:2]1([C@H:5]([NH:7][C:8]2[C:9]3[N:10]([CH:17]=[C:18]([C:20]4[O:21][C:22]([NH:28][CH2:29][CH2:30][N:31]5[CH2:36][CH2:35][O:34][CH2:33][CH2:32]5)=[N:23][N:24]=4)[CH:19]=3)[N:11]=[CH:12][C:13]=2[C:14]([NH2:16])=[O:15])[CH3:6])[CH2:4][CH2:3]1, predict the reactants needed to synthesize it. (3) Given the product [CH2:1]([O:9][CH2:10][CH2:11][CH2:12][C:13]([OH:15])=[O:14])[CH2:2][C:3]1[CH:8]=[CH:7][CH:6]=[CH:5][CH:4]=1, predict the reactants needed to synthesize it. The reactants are: [CH2:1]([O:9][CH2:10][CH2:11][CH2:12][C:13]([O:15]C(C)(C)C)=[O:14])[CH2:2][C:3]1[CH:8]=[CH:7][CH:6]=[CH:5][CH:4]=1. (4) Given the product [F:1][C:2]1[C:3]([OH:32])=[C:4]2[C:9](=[CH:10][C:11]=1[CH3:12])[CH:8]([NH:13][C:14]1[CH:23]=[CH:22][CH:21]=[C:20]3[C:15]=1[CH:16]=[CH:17][NH:18][C:19]3=[O:24])[C:7]([OH:29])([C:25]([F:28])([F:26])[F:27])[CH2:6][C:5]2([CH3:30])[CH3:31], predict the reactants needed to synthesize it. The reactants are: [F:1][C:2]1[C:3]([O:32]C)=[C:4]2[C:9](=[CH:10][C:11]=1[CH3:12])[CH:8]([NH:13][C:14]1[CH:23]=[CH:22][CH:21]=[C:20]3[C:15]=1[CH:16]=[CH:17][NH:18][C:19]3=[O:24])[C:7]([OH:29])([C:25]([F:28])([F:27])[F:26])[CH2:6][C:5]2([CH3:31])[CH3:30].B(Br)(Br)Br.C(=O)(O)[O-].[Na+]. (5) Given the product [CH3:1][C:2]([CH3:21])([CH3:20])[CH2:3][N:5]1[CH2:6][CH2:7][N:8]([C:11]2[CH:12]=[N:13][C:14]([N+:17]([O-:19])=[O:18])=[CH:15][CH:16]=2)[CH2:9][CH2:10]1, predict the reactants needed to synthesize it. The reactants are: [CH3:1][C:2]([CH3:21])([CH3:20])[C:3]([N:5]1[CH2:10][CH2:9][N:8]([C:11]2[CH:12]=[N:13][C:14]([N+:17]([O-:19])=[O:18])=[CH:15][CH:16]=2)[CH2:7][CH2:6]1)=O.CSC. (6) Given the product [ClH:41].[CH2:31]([O:30][C:24]1[CH:25]=[CH:26][C:27]([C:38]([OH:40])=[O:39])=[CH:28][C:23]=1[C@@H:16]([C:17]1[CH:22]=[CH:21][CH:20]=[CH:19][CH:18]=1)[CH2:15][CH2:14][N:10]([CH:11]([CH3:13])[CH3:12])[CH:7]([CH3:9])[CH3:8])[C:32]1[CH:37]=[CH:36][CH:35]=[CH:34][CH:33]=1, predict the reactants needed to synthesize it. The reactants are: [Mg].C(Br)C.II.[CH:7]([N:10]([CH2:14][CH2:15][C@@H:16]([C:23]1[CH:28]=[C:27](Br)[CH:26]=[CH:25][C:24]=1[O:30][CH2:31][C:32]1[CH:37]=[CH:36][CH:35]=[CH:34][CH:33]=1)[C:17]1[CH:22]=[CH:21][CH:20]=[CH:19][CH:18]=1)[CH:11]([CH3:13])[CH3:12])([CH3:9])[CH3:8].[C:38](=[O:40])=[O:39].[Cl-:41].[NH4+]. (7) Given the product [Br:1][C:2]1[CH:30]=[CH:29][C:28]([F:31])=[CH:27][C:3]=1[O:4][CH:5]1[CH2:10][CH2:9][N:8]([C:11]2[N:15]=[C:14]([C:16]3[CH:17]=[N:18][N:19]([CH2:21][C:22]([OH:24])=[O:23])[CH:20]=3)[O:13][N:12]=2)[CH2:7][CH2:6]1, predict the reactants needed to synthesize it. The reactants are: [Br:1][C:2]1[CH:30]=[CH:29][C:28]([F:31])=[CH:27][C:3]=1[O:4][CH:5]1[CH2:10][CH2:9][N:8]([C:11]2[N:15]=[C:14]([C:16]3[CH:17]=[N:18][N:19]([CH2:21][C:22]([O:24]CC)=[O:23])[CH:20]=3)[O:13][N:12]=2)[CH2:7][CH2:6]1.[OH-].[Na+]. (8) The reactants are: [CH3:1][N:2]([CH3:16])[S:3]([C:6]1[CH:7]=[C:8]2[C:12](=[CH:13][CH:14]=1)[NH:11][C:10](=[O:15])[CH2:9]2)(=[O:5])=[O:4].[N:17]1([CH2:22][CH2:23][NH:24][C:25]([C:27]2[C:31]([CH3:32])=[C:30]([CH:33]=O)[NH:29][C:28]=2[CH3:35])=[O:26])[CH2:21][CH2:20][CH2:19][CH2:18]1. Given the product [N:17]1([CH2:22][CH2:23][NH:24][C:25]([C:27]2[C:31]([CH3:32])=[C:30]([CH:33]=[C:9]3[C:8]4[C:12](=[CH:13][CH:14]=[C:6]([S:3](=[O:5])(=[O:4])[N:2]([CH3:16])[CH3:1])[CH:7]=4)[NH:11][C:10]3=[O:15])[NH:29][C:28]=2[CH3:35])=[O:26])[CH2:21][CH2:20][CH2:19][CH2:18]1, predict the reactants needed to synthesize it.